Dataset: Forward reaction prediction with 1.9M reactions from USPTO patents (1976-2016). Task: Predict the product of the given reaction. (1) Given the reactants C(O[C:4]([C:6]1([CH2:12][CH2:13]OC)[CH2:11][CH2:10][NH:9][CH2:8][CH2:7]1)=[O:5])C.[CH3:16][CH:17]([CH3:23])[CH2:18][S:19](Cl)(=[O:21])=[O:20].[CH3:24][O:25][CH2:26][C:27]([C:30]1[CH:35]=[CH:34][C:33]([NH2:36])=[CH:32][CH:31]=1)([CH3:29])[CH3:28], predict the reaction product. The product is: [CH3:24][O:25][CH2:26][C:27]([C:30]1[CH:31]=[CH:32][C:33]([N:36]2[CH2:13][CH2:12][C:6]3([CH2:7][CH2:8][N:9]([S:19]([CH2:18][CH:17]([CH3:23])[CH3:16])(=[O:21])=[O:20])[CH2:10][CH2:11]3)[C:4]2=[O:5])=[CH:34][CH:35]=1)([CH3:29])[CH3:28]. (2) Given the reactants [C:1]1([C:7]2[CH:11]([C:12]3[CH:17]=[CH:16][CH:15]=[CH:14][CH:13]=3)[C:10](=[S:18])[NH:9][N:8]=2)[CH:6]=[CH:5][CH:4]=[CH:3][CH:2]=1.Br[CH2:20][CH2:21][O:22][CH3:23].C([O-])([O-])=O.[K+].[K+].O, predict the reaction product. The product is: [CH3:23][O:22][CH2:21][CH2:20][S:18][C:10]1[NH:9][N:8]=[C:7]([C:1]2[CH:2]=[CH:3][CH:4]=[CH:5][CH:6]=2)[C:11]=1[C:12]1[CH:13]=[CH:14][CH:15]=[CH:16][CH:17]=1.